Dataset: Reaction yield outcomes from USPTO patents with 853,638 reactions. Task: Predict the reaction yield, written as a fraction of the theoretical maximum amount of product (1.0 means a 100% yield; for example, 0.34 means a 34% yield). (1) The reactants are [NH2:1][OH:2].[Br:3][C:4]1[CH:5]=[C:6]([CH:9]=[C:10]([Br:13])[C:11]=1[OH:12])[C:7]#[N:8]. The catalyst is O.C(O)C. The product is [Br:3][C:4]1[CH:5]=[C:6]([CH:9]=[C:10]([Br:13])[C:11]=1[OH:12])[C:7](=[N:1][OH:2])[NH2:8]. The yield is 0.750. (2) The reactants are [NH:1]1[C:9]2[C:4](=[CH:5][CH:6]=[C:7]([C:10]([O:12][CH3:13])=[O:11])[CH:8]=2)[CH:3]=[CH:2]1.[BH3-]C#N.[Na+]. The catalyst is CC(O)=O. The product is [NH:1]1[C:9]2[C:4](=[CH:5][CH:6]=[C:7]([C:10]([O:12][CH3:13])=[O:11])[CH:8]=2)[CH2:3][CH2:2]1. The yield is 0.240.